Dataset: Forward reaction prediction with 1.9M reactions from USPTO patents (1976-2016). Task: Predict the product of the given reaction. (1) Given the reactants [CH3:1][C:2]1[CH:7]=[CH:6][N:5]=[CH:4][C:3]=1[NH2:8].CC(C)([O-])C.[K+].C1COCC1.[C:20](=O)([O:23]C)[O:21][CH3:22], predict the reaction product. The product is: [CH3:22][O:21][C:20](=[O:23])[NH:8][C:3]1[CH:4]=[N:5][CH:6]=[CH:7][C:2]=1[CH3:1]. (2) Given the reactants Cl.[F:2][C:3]1([F:14])[CH2:8][NH:7][C@@H:6]([CH2:9][CH2:10][C:11]([OH:13])=[O:12])[CH2:5][CH2:4]1.Br[CH2:16][C:17]1[NH:22][C:21]([C:23]2[S:24][CH:25]=[CH:26][N:27]=2)=[N:20][C@@H:19]([C:28]2[CH:33]=[CH:32][C:31]([Cl:34])=[CH:30][C:29]=2[Cl:35])[C:18]=1[C:36]([O:38][CH2:39][CH3:40])=[O:37].C(=O)([O-])[O-].[K+].[K+], predict the reaction product. The product is: [Cl:35][C:29]1[CH:30]=[C:31]([Cl:34])[CH:32]=[CH:33][C:28]=1[C@@H:19]1[N:20]=[C:21]([C:23]2[S:24][CH:25]=[CH:26][N:27]=2)[NH:22][C:17]([CH2:16][N:7]2[CH2:8][C:3]([F:2])([F:14])[CH2:4][CH2:5][C@@H:6]2[CH2:9][CH2:10][C:11]([OH:13])=[O:12])=[C:18]1[C:36]([O:38][CH2:39][CH3:40])=[O:37]. (3) Given the reactants [CH2:1]([O:4][NH:5][C@@H:6]1[C:11]([CH3:12])=[CH:10][C@@H:9]([CH2:13][O:14][Si:15]([C:18]([CH3:21])([CH3:20])[CH3:19])([CH3:17])[CH3:16])[NH:8][CH2:7]1)[CH:2]=[CH2:3].C(N(CC)C(C)C)(C)C.Cl[C:32](Cl)([O:34]C(=O)OC(Cl)(Cl)Cl)Cl, predict the reaction product. The product is: [CH2:1]([O:4][N:5]1[C:32](=[O:34])[N:8]2[CH2:7][C@H:6]1[C:11]([CH3:12])=[CH:10][C@H:9]2[CH2:13][O:14][Si:15]([C:18]([CH3:21])([CH3:20])[CH3:19])([CH3:16])[CH3:17])[CH:2]=[CH2:3]. (4) The product is: [CH3:5][C:6]1[S:7][C:8]([C:11]2[NH:13][C:26]([CH3:28])=[C:25]([C:24]([O:30][CH2:31][CH3:32])=[O:29])[CH:17]([C:16]3[CH:19]=[CH:20][C:21]([F:23])=[CH:22][C:15]=3[Cl:14])[N:12]=2)=[CH:9][N:10]=1. Given the reactants C(O)(=O)C.[CH3:5][C:6]1[S:7][C:8]([C:11]([NH2:13])=[NH:12])=[CH:9][N:10]=1.[Cl:14][C:15]1[CH:22]=[C:21]([F:23])[CH:20]=[CH:19][C:16]=1[CH:17]=O.[C:24]([O:30][CH2:31][CH3:32])(=[O:29])[CH2:25][C:26]([CH3:28])=O.C([O-])(=O)C.[Na+], predict the reaction product.